From a dataset of Full USPTO retrosynthesis dataset with 1.9M reactions from patents (1976-2016). Predict the reactants needed to synthesize the given product. (1) Given the product [CH3:1][N:2]([CH2:14][CH2:13][O:12][C:9]1([CH3:8])[CH2:11][CH2:10]1)[C:3](=[O:5])[CH3:4], predict the reactants needed to synthesize it. The reactants are: [CH3:1][NH:2][C:3](=[O:5])[CH3:4].[H-].[Na+].[CH3:8][C:9]1([O:12][CH2:13][CH2:14]OS(C2C=CC(C)=CC=2)(=O)=O)[CH2:11][CH2:10]1. (2) The reactants are: [CH3:1][O:2][C:3](=[O:28])[N:4]([C:14]1[CH:19]=[C:18]([N:20]2[CH2:25][CH2:24][NH:23][CH2:22][CH2:21]2)[C:17]([F:26])=[C:16]([NH2:27])[CH:15]=1)[CH2:5][C:6]1[CH:11]=[CH:10][C:9]([O:12][CH3:13])=[CH:8][CH:7]=1.[O:29]1[CH2:32][C:31](=O)[CH2:30]1.C(OC)(OC)OC.C([O-])(=O)C.[K+].C([BH3-])#N.[Na+]. Given the product [CH3:1][O:2][C:3](=[O:28])[N:4]([C:14]1[CH:19]=[C:18]([N:20]2[CH2:21][CH2:22][N:23]([CH:31]3[CH2:32][O:29][CH2:30]3)[CH2:24][CH2:25]2)[C:17]([F:26])=[C:16]([NH2:27])[CH:15]=1)[CH2:5][C:6]1[CH:11]=[CH:10][C:9]([O:12][CH3:13])=[CH:8][CH:7]=1, predict the reactants needed to synthesize it. (3) Given the product [C:1]([O:5][C:6]([N:8]1[CH2:13][CH2:12][N:11]([C:14]2[CH:19]=[CH:18][CH:17]=[C:16]([NH:20][CH2:21][C:22]3[CH:27]=[CH:26][CH:25]=[CH:24][C:23]=3[F:28])[C:15]=2[CH2:30][NH2:31])[CH2:10][CH2:9]1)=[O:7])([CH3:4])([CH3:2])[CH3:3], predict the reactants needed to synthesize it. The reactants are: [C:1]([O:5][C:6]([N:8]1[CH2:13][CH2:12][N:11]([C:14]2[CH:19]=[CH:18][CH:17]=[C:16]([NH:20][C:21](=O)[C:22]3[CH:27]=[CH:26][CH:25]=[CH:24][C:23]=3[F:28])[C:15]=2[C:30]#[N:31])[CH2:10][CH2:9]1)=[O:7])([CH3:4])([CH3:3])[CH3:2].CSC. (4) The reactants are: [CH3:1][O:2][C:3]([C:5]1[S:6][CH:7]=[CH:8][C:9]=1[NH:10][CH:11]([C:15]1[CH:20]=[CH:19][CH:18]=[CH:17][CH:16]=1)[C:12]([OH:14])=[O:13])=[O:4].N1(O)C2C=CC=CC=2N=N1.[N:31]12[CH2:38][CH2:37][CH:34]([CH2:35][CH2:36]1)[C@@H:33](O)[CH2:32]2.C1CCC(N=C=NC2CCCCC2)CC1. Given the product [O:13]=[C:12]([O:14][C@@H:33]1[CH:34]2[CH2:37][CH2:38][N:31]([CH2:36][CH2:35]2)[CH2:32]1)[CH:11]([NH:10][C:9]1[CH:8]=[CH:7][S:6][C:5]=1[C:3]([O:2][CH3:1])=[O:4])[C:15]1[CH:20]=[CH:19][CH:18]=[CH:17][CH:16]=1, predict the reactants needed to synthesize it. (5) Given the product [O:7]([CH2:8][CH2:9][CH2:10][CH2:11][CH2:12][C:13]([O:15][CH3:16])=[O:14])[C@H:6]1[O:18][C@H:19]([CH2:30][OH:31])[C@@H:20]([OH:26])[C@H:21]([OH:22])[C@@H:5]1[OH:4], predict the reactants needed to synthesize it. The reactants are: C([O:4][C@H:5]1[C@@H:21]([O:22]C(=O)C)[C@H:20]([O:26]C(=O)C)[C@@H:19]([CH2:30][O:31]C(=O)C)[O:18][C@@H:6]1[O:7][CH2:8][CH2:9][CH2:10][CH2:11][CH2:12][C:13]([O:15][CH2:16]C)=[O:14])(=O)C.C[O-].[Na+].